From a dataset of Forward reaction prediction with 1.9M reactions from USPTO patents (1976-2016). Predict the product of the given reaction. (1) The product is: [CH3:17][C:18]1[C:22]([C:23]2[C:37]3[N:30]=[C:29]([NH:31][S:32]([CH2:35][CH3:36])(=[O:34])=[O:33])[NH:28][C:27]=3[CH:26]=[C:25]([C:6]3[C:2]([CH3:1])=[N:3][O:4][C:5]=3[CH3:16])[CH:24]=2)=[C:21]([CH3:49])[O:20][N:19]=1. Given the reactants [CH3:1][C:2]1[C:6](B2OC(C)(C)C(C)(C)O2)=[C:5]([CH3:16])[O:4][N:3]=1.[CH3:17][C:18]1[C:22]([C:23]2[CH:24]=[C:25](C3C(C)=CC=C4C=3C=CC=N4)[C:26]3[N:30]=[C:29]([NH:31][S:32]([CH2:35][CH3:36])(=[O:34])=[O:33])[NH:28][C:27]=3[CH:37]=2)=[C:21]([CH3:49])[O:20][N:19]=1, predict the reaction product. (2) Given the reactants P([O-])([O-])([O-])=O.[K+].[K+].[K+].[CH3:9][S:10]([C:13]1[CH:18]=[CH:17][C:16](Br)=[CH:15][CH:14]=1)(=[O:12])=[O:11].[C@@H]1(N)CCCC[C@H]1N.[NH:28]1[C:32]2=[N:33][CH:34]=[CH:35][CH:36]=[C:31]2[C:30]([C:37]([O:39][CH3:40])=[O:38])=[CH:29]1, predict the reaction product. The product is: [CH3:9][S:10]([C:13]1[CH:18]=[CH:17][C:16]([N:28]2[C:32]3=[N:33][CH:34]=[CH:35][CH:36]=[C:31]3[C:30]([C:37]([O:39][CH3:40])=[O:38])=[CH:29]2)=[CH:15][CH:14]=1)(=[O:12])=[O:11]. (3) Given the reactants [F:1][C:2]1[CH:7]=[CH:6][C:5]([O:8][CH3:9])=[CH:4][C:3]=1[C:10]1[CH:11]=[CH:12][C:13]([CH2:21][O:22][C:23]2[CH:24]=[C:25]([CH2:29][CH2:30][C:31]([O:33]C)=[O:32])[CH:26]=[CH:27][CH:28]=2)=[N:14][C:15]=1[CH2:16][C:17]([CH3:20])([CH3:19])[CH3:18].[OH-].[Na+].Cl, predict the reaction product. The product is: [CH3:18][C:17]([CH3:20])([CH3:19])[CH2:16][C:15]1[N:14]=[C:13]([CH2:21][O:22][C:23]2[CH:24]=[C:25]([CH2:29][CH2:30][C:31]([OH:33])=[O:32])[CH:26]=[CH:27][CH:28]=2)[CH:12]=[CH:11][C:10]=1[C:3]1[CH:4]=[C:5]([O:8][CH3:9])[CH:6]=[CH:7][C:2]=1[F:1]. (4) Given the reactants [P:1]([O-:40])([O-:39])([O:3][C:4](C(C)(C)C)(C(C)(C)C)[N:5]1[CH:10]=[CH:9][C:8]([NH:11][C:12](=[O:29])[C:13]2[CH:18]=[CH:17][C:16]([Cl:19])=[CH:15][C:14]=2[O:20][C:21]2[CH:26]=[CH:25][C:24]([F:27])=[CH:23][C:22]=2[CH3:28])=[CH:7][C:6]1=[O:30])=[O:2].CC(O)=O, predict the reaction product. The product is: [P:1]([OH:40])([OH:39])([O:3][CH2:4][N:5]1[CH:10]=[CH:9][C:8]([NH:11][C:12](=[O:29])[C:13]2[CH:18]=[CH:17][C:16]([Cl:19])=[CH:15][C:14]=2[O:20][C:21]2[CH:26]=[CH:25][C:24]([F:27])=[CH:23][C:22]=2[CH3:28])=[CH:7][C:6]1=[O:30])=[O:2]. (5) Given the reactants Cl.C(OC(=O)[NH:8][CH:9]1[CH2:12][N:11]([C:13](=[O:56])[C@@H:14]2[CH2:18][C@@H:17]([OH:19])[CH2:16][N:15]2[C:20]2([C:47]3[CH:52]=[C:51]([CH3:53])[CH:50]=[CH:49][C:48]=3[O:54][CH3:55])[C:28]3[C:23](=[CH:24][CH:25]=[C:26]([Cl:29])[CH:27]=3)[N:22]([S:30]([C:33]3[CH:38]=[CH:37][C:36]([O:39][CH3:40])=[CH:35][C:34]=3[O:41][C:42]([F:45])([F:44])[F:43])(=[O:32])=[O:31])[C:21]2=[O:46])[CH2:10]1)(C)(C)C.C([O-])(O)=O.[Na+], predict the reaction product. The product is: [NH2:8][CH:9]1[CH2:10][N:11]([C:13]([C@@H:14]2[CH2:18][C@@H:17]([OH:19])[CH2:16][N:15]2[C:20]2([C:47]3[CH:52]=[C:51]([CH3:53])[CH:50]=[CH:49][C:48]=3[O:54][CH3:55])[C:28]3[C:23](=[CH:24][CH:25]=[C:26]([Cl:29])[CH:27]=3)[N:22]([S:30]([C:33]3[CH:38]=[CH:37][C:36]([O:39][CH3:40])=[CH:35][C:34]=3[O:41][C:42]([F:44])([F:45])[F:43])(=[O:31])=[O:32])[C:21]2=[O:46])=[O:56])[CH2:12]1.